This data is from Tyrosyl-DNA phosphodiesterase HTS with 341,365 compounds. The task is: Binary Classification. Given a drug SMILES string, predict its activity (active/inactive) in a high-throughput screening assay against a specified biological target. (1) The drug is s1c2c(CCCC2)c(c1)c1sc2n(n1)c(nn2)C. The result is 0 (inactive). (2) The molecule is Clc1ccc(CN2CCN(\N=C\c3ccc(cc3)C(O)=O)CC2)cc1. The result is 0 (inactive).